The task is: Predict the reaction yield, written as a fraction of the theoretical maximum amount of product (1.0 means a 100% yield; for example, 0.34 means a 34% yield).. This data is from Reaction yield outcomes from USPTO patents with 853,638 reactions. (1) The reactants are [Br:1][C:2]1[CH:7]=[C:6]([O:8][CH3:9])[CH:5]=[CH:4][C:3]=1[O:10][CH2:11][CH:12](OCC)OCC.O.[OH-].[Na+]. The catalyst is C1(C)C=CC=CC=1.CCOC(C)=O. The product is [Br:1][C:2]1[C:3]2[O:10][CH:11]=[CH:12][C:4]=2[CH:5]=[C:6]([O:8][CH3:9])[CH:7]=1. The yield is 0.160. (2) The reactants are Br[C:2]1[CH:3]=[C:4]([CH:16]=[O:17])[S:5][C:6]=1[S:7]([C:10]1[CH:11]=[N:12][CH:13]=[CH:14][CH:15]=1)(=[O:9])=[O:8].[Cl:18][C:19]1[C:24](B(O)O)=[CH:23][CH:22]=[CH:21][N:20]=1.C(=O)([O-])[O-].[Na+].[Na+].COCCOC. The catalyst is [Pd].C1(P(C2C=CC=CC=2)C2C=CC=CC=2)C=CC=CC=1.C1(P(C2C=CC=CC=2)C2C=CC=CC=2)C=CC=CC=1.C1(P(C2C=CC=CC=2)C2C=CC=CC=2)C=CC=CC=1.C1(P(C2C=CC=CC=2)C2C=CC=CC=2)C=CC=CC=1.O. The product is [Cl:18][C:19]1[C:24]([C:2]2[CH:3]=[C:4]([CH:16]=[O:17])[S:5][C:6]=2[S:7]([C:10]2[CH:11]=[N:12][CH:13]=[CH:14][CH:15]=2)(=[O:9])=[O:8])=[CH:23][CH:22]=[CH:21][N:20]=1. The yield is 0.410. (3) The reactants are C[O:2][C:3](=O)[CH2:4][O:5][CH:6]1[CH2:9][N:8]([C:10]([O:12][C:13]([CH3:16])([CH3:15])[CH3:14])=[O:11])[CH2:7]1.[H-].[H-].[H-].[H-].[Li+].[Al+3]. The catalyst is C1COCC1. The product is [OH:2][CH2:3][CH2:4][O:5][CH:6]1[CH2:9][N:8]([C:10]([O:12][C:13]([CH3:16])([CH3:15])[CH3:14])=[O:11])[CH2:7]1. The yield is 0.770.